Dataset: Catalyst prediction with 721,799 reactions and 888 catalyst types from USPTO. Task: Predict which catalyst facilitates the given reaction. Reactant: [F:1][C:2]1[CH:7]=[CH:6][C:5]([C:8]2[C:16]3[C:11](=[N:12][C:13]([NH2:23])=[N:14][C:15]=3[N:17]3[CH2:22][CH2:21][NH:20][CH2:19][CH2:18]3)[S:10][N:9]=2)=[CH:4][CH:3]=1.C(=O)([O-])[O-].[K+].[K+].[Cl:30][C:31]1[CH:41]=[CH:40][C:34]([O:35][CH2:36][C:37](Cl)=[O:38])=[CH:33][CH:32]=1. Product: [NH2:23][C:13]1[N:12]=[C:11]2[S:10][N:9]=[C:8]([C:5]3[CH:6]=[CH:7][C:2]([F:1])=[CH:3][CH:4]=3)[C:16]2=[C:15]([N:17]2[CH2:18][CH2:19][N:20]([C:37](=[O:38])[CH2:36][O:35][C:34]3[CH:40]=[CH:41][C:31]([Cl:30])=[CH:32][CH:33]=3)[CH2:21][CH2:22]2)[N:14]=1. The catalyst class is: 12.